This data is from Full USPTO retrosynthesis dataset with 1.9M reactions from patents (1976-2016). The task is: Predict the reactants needed to synthesize the given product. (1) The reactants are: [O:1]1[C:5]2([CH2:10][CH2:9][CH:8]([N:11]3[C:19]4[C:14](=[CH:15][CH:16]=[CH:17][CH:18]=4)[CH2:13][CH2:12]3)[CH2:7][CH2:6]2)[O:4][CH2:3][CH2:2]1.[Br:20]N1C(=O)CCC1=O. Given the product [Br:20][C:16]1[CH:15]=[C:14]2[C:19](=[CH:18][CH:17]=1)[N:11]([CH:8]1[CH2:9][CH2:10][C:5]3([O:4][CH2:3][CH2:2][O:1]3)[CH2:6][CH2:7]1)[CH2:12][CH2:13]2, predict the reactants needed to synthesize it. (2) Given the product [CH3:42][S:43]([O:1][C:2]1[CH:10]=[CH:9][C:8]([C:11]2[N:12]([C:27]([O:29][C:30]([CH3:31])([CH3:33])[CH3:32])=[O:28])[C:13]3[C:18]([CH:19]=2)=[CH:17][C:16]([CH2:20][N:21]2[CH2:26][CH2:25][CH2:24][CH2:23][CH2:22]2)=[CH:15][CH:14]=3)=[C:7]2[C:3]=1[CH2:4][NH:5][C:6]2=[O:34])(=[O:45])=[O:44], predict the reactants needed to synthesize it. The reactants are: [OH:1][C:2]1[CH:10]=[CH:9][C:8]([C:11]2[N:12]([C:27]([O:29][C:30]([CH3:33])([CH3:32])[CH3:31])=[O:28])[C:13]3[C:18]([CH:19]=2)=[CH:17][C:16]([CH2:20][N:21]2[CH2:26][CH2:25][CH2:24][CH2:23][CH2:22]2)=[CH:15][CH:14]=3)=[C:7]2[C:3]=1[CH2:4][NH:5][C:6]2=[O:34].C(N(CC)CC)C.[CH3:42][S:43](Cl)(=[O:45])=[O:44].O.